Dataset: Forward reaction prediction with 1.9M reactions from USPTO patents (1976-2016). Task: Predict the product of the given reaction. (1) Given the reactants [NH2:1][CH2:2][C@@H:3]([OH:20])[C@@H:4]([NH:12][C:13](=[O:19])[O:14][C:15]([CH3:18])([CH3:17])[CH3:16])[CH2:5][C:6]1[CH:11]=[CH:10][CH:9]=[CH:8][CH:7]=1.[CH:21]([C:23]1[CH:24]=[C:25]([CH:30]=[C:31]([O:33][CH3:34])[CH:32]=1)[C:26]([O:28][CH3:29])=[O:27])=O.[BH-](OC(C)=O)(OC(C)=O)OC(C)=O.[Na+], predict the reaction product. The product is: [C:15]([O:14][C:13]([NH:12][C@@H:4]([CH2:5][C:6]1[CH:11]=[CH:10][CH:9]=[CH:8][CH:7]=1)[C@H:3]([OH:20])[CH2:2][NH:1][CH2:21][C:23]1[CH:24]=[C:25]([CH:30]=[C:31]([O:33][CH3:34])[CH:32]=1)[C:26]([O:28][CH3:29])=[O:27])=[O:19])([CH3:17])([CH3:16])[CH3:18]. (2) Given the reactants [CH3:1][C:2]1[C:3]([C:16]([O:18]C)=[O:17])=[N:4][CH:5]=[C:6]([O:8][C@H:9]([C:11]2[O:12][CH:13]=[CH:14][N:15]=2)[CH3:10])[CH:7]=1.O.[OH-].[Li+].C1COCC1.Cl, predict the reaction product. The product is: [CH3:1][C:2]1[C:3]([C:16]([OH:18])=[O:17])=[N:4][CH:5]=[C:6]([O:8][C@H:9]([C:11]2[O:12][CH:13]=[CH:14][N:15]=2)[CH3:10])[CH:7]=1. (3) Given the reactants [I-].FC(F)(F)S([O-])(=O)=O.[OH:10][C@@H:11]([C@H:13]1[C:52](=[O:53])[N:15]2[C:16]([C:39]([O:41]CC3C=CC([N+]([O-])=O)=CC=3)=[O:40])=[C:17]([C:20]3[S:24][C:23]4=[C:25]([S:37][CH3:38])[N:26]([CH2:28][CH2:29][C:30]5[CH:35]=[CH:34][CH:33]=[CH:32][N+:31]=5[CH3:36])[CH:27]=[N+:22]4[CH:21]=3)[C@H:18]([CH3:19])[C@H:14]12)[CH3:12].O.C(Cl)(Cl)[Cl:56], predict the reaction product. The product is: [Cl-:56].[OH:10][C@@H:11]([C@H:13]1[C:52](=[O:53])[N:15]2[C:16]([C:39]([O-:41])=[O:40])=[C:17]([C:20]3[S:24][C:23]4=[C:25]([S:37][CH3:38])[N:26]([CH2:28][CH2:29][C:30]5[CH:35]=[CH:34][CH:33]=[CH:32][N+:31]=5[CH3:36])[CH:27]=[N+:22]4[CH:21]=3)[C@H:18]([CH3:19])[C@H:14]12)[CH3:12]. (4) The product is: [NH2:50][C:48](=[O:49])[CH2:47][NH:46][C:12]([C:11]1[CH:10]=[N:9][N:7]2[CH:8]=[C:3]([B:2]([OH:1])[OH:15])[CH:4]=[N:5][C:6]=12)=[O:14]. Given the reactants [OH:1][B:2]([OH:15])[C:3]1[CH:4]=[N:5][C:6]2[N:7]([N:9]=[CH:10][C:11]=2[C:12]([OH:14])=O)[CH:8]=1.C(N(CC)CC)C.CN(C(ON1N=NC2C=CC=CC1=2)=[N+](C)C)C.[B-](F)(F)(F)F.Cl.[NH2:46][CH2:47][C:48]([NH2:50])=[O:49], predict the reaction product. (5) Given the reactants [C:1]([O:4][CH2:5][C:6]1[CH:11]=[CH:10][C:9](Cl)=[C:8]([N+:13]([O-:15])=[O:14])[CH:7]=1)(=[O:3])[CH3:2].[C:16]([OH:25])(=[O:24])[C:17]1[C:18](=[CH:20][CH:21]=[CH:22][CH:23]=1)[SH:19], predict the reaction product. The product is: [C:1]([O:4][CH2:5][C:6]1[CH:11]=[CH:10][C:9]([S:19][C:18]2[CH:20]=[CH:21][CH:22]=[CH:23][C:17]=2[C:16]([OH:25])=[O:24])=[C:8]([N+:13]([O-:15])=[O:14])[CH:7]=1)(=[O:3])[CH3:2]. (6) Given the reactants [Cl:1][C:2]1[CH:3]=[C:4]([CH:18]=[CH:19][C:20]=1[Cl:21])[CH2:5][C:6]1[CH:7]=[N:8][C:9]2[N:10]([N:12]=[CH:13][C:14]=2[C:15]([OH:17])=O)[CH:11]=1.CN(C(ON1N=NC2C=CC=CC1=2)=[N+](C)C)C.[B-](F)(F)(F)F.C(N(CC)CC)C.C([O-])(=O)C.[CH3:55][N:56]([CH3:61])[C:57](=[O:60])[CH2:58][NH3+:59], predict the reaction product. The product is: [Cl:1][C:2]1[CH:3]=[C:4]([CH:18]=[CH:19][C:20]=1[Cl:21])[CH2:5][C:6]1[CH:7]=[N:8][C:9]2[N:10]([N:12]=[CH:13][C:14]=2[C:15]([NH:59][CH2:58][C:57]([N:56]([CH3:61])[CH3:55])=[O:60])=[O:17])[CH:11]=1. (7) Given the reactants [NH2:1][C:2]([CH3:6])([CH3:5])[CH2:3][OH:4].C(N(CC)CC)C.[Cl:14][CH2:15][CH2:16][CH2:17][O:18][C:19]1[CH:27]=[CH:26][C:22]([C:23](Cl)=[O:24])=[CH:21][CH:20]=1, predict the reaction product. The product is: [Cl:14][CH2:15][CH2:16][CH2:17][O:18][C:19]1[CH:20]=[CH:21][C:22]([C:23]([NH:1][C:2]([CH3:6])([CH3:5])[CH2:3][OH:4])=[O:24])=[CH:26][CH:27]=1. (8) Given the reactants [NH2:1][C:2]1[NH:6][N:5]=[C:4]([CH3:7])[C:3]=1[C:8]1[S:9][C:10]2[CH:16]=[C:15]([S:17](Cl)(=[O:19])=[O:18])[CH:14]=[CH:13][C:11]=2[N:12]=1.[CH3:21][N:22]1[CH2:27][CH2:26][NH:25][CH2:24][CH2:23]1, predict the reaction product. The product is: [CH3:7][C:4]1[C:3]([C:8]2[S:9][C:10]3[CH:16]=[C:15]([S:17]([N:25]4[CH2:26][CH2:27][N:22]([CH3:21])[CH2:23][CH2:24]4)(=[O:19])=[O:18])[CH:14]=[CH:13][C:11]=3[N:12]=2)=[C:2]([NH2:1])[NH:6][N:5]=1. (9) Given the reactants [NH2:1][C:2]([C:4]1[CH:5]=[C:6]([CH:11]=[C:12]([O:14][CH2:15][CH2:16][CH3:17])[CH:13]=1)[C:7]([O:9][CH3:10])=[O:8])=O.N1C=CC=CC=1.FC(F)(F)C(OC(=O)C(F)(F)F)=O, predict the reaction product. The product is: [C:2]([C:4]1[CH:5]=[C:6]([CH:11]=[C:12]([O:14][CH2:15][CH2:16][CH3:17])[CH:13]=1)[C:7]([O:9][CH3:10])=[O:8])#[N:1]. (10) The product is: [Cl:22][C:7]1[CH:6]=[C:5]([S:8][C:9]2[C:17]3[C:12](=[CH:13][C:14]([CH3:18])=[CH:15][CH:16]=3)[NH:11][C:10]=2[C:19]([OH:21])=[O:20])[CH:4]=[CH:3][C:2]=1[Cl:1]. Given the reactants [Cl:1][C:2]1[CH:7]=[CH:6][C:5]([S:8][C:9]2[C:17]3[C:12](=[CH:13][C:14]([CH3:18])=[CH:15][CH:16]=3)[NH:11][C:10]=2[C:19]([OH:21])=[O:20])=[CH:4][CH:3]=1.[Cl:22]C1C=C(SSC2C=CC(Cl)=C(Cl)C=2)C=CC=1Cl, predict the reaction product.